Dataset: Drug-target binding data from BindingDB using Ki measurements. Task: Regression. Given a target protein amino acid sequence and a drug SMILES string, predict the binding affinity score between them. We predict pKi (pKi = -log10(Ki in M); higher means stronger inhibition). Dataset: bindingdb_ki. The compound is Cc1ncccc1Oc1ncnc(OC2C3COCC2CN(C(=O)OC(C)C)C3)c1C. The target protein (Q7TQN8) has sequence MESSFSFGVILAVLTILIIAVNALVVVAMLLSIYKNDGVGLCFTLNLAVADTLIGVAISGLVTDQLSSSAQHTQKTLCSLRMAFVTSSAAASVLTVMLIAFDRYLAIKQPLRYFQIMNGLVAGGCIAGLWLISYLIGFLPLGVSIFQQTTYHGPCTFFAVFHPRFVLTLSCAGFFPAVLLFVFFYCDMLKIASVHSQHIRKMEHAGAMVGACRPPRPVNDFKAVRTVSVLIGSFTLSWSPFLITSIVQVACHKCCLYQVLEKYLWLLGVGNSLLNPLIYAYWQREVRQQLCHMALGLLADGSTQPQIETLKGKEERKKVGRKTLYTCDAQTLYTCDAQTLYTCDAQTLYTCDACDTQTLYTCDAQTLYTCDAQTLYTCDAQTLYTCDAQTLYTCDAQTLYTCDTQTLYTCDAQTLYTCDAQTLYTCDAQTLYTCDAQTLYTSSLVTGQTEQTPLKRANMSDPLRTCRG. The pKi is 7.5.